The task is: Predict the reactants needed to synthesize the given product.. This data is from Full USPTO retrosynthesis dataset with 1.9M reactions from patents (1976-2016). Given the product [CH2:57]([N:59]([CH2:60][C:61]([CH3:63])=[CH2:62])[C:23]([C@@H:21]1[CH2:22][C@H:20]1[C:4]1[C:3]([C:1]#[N:2])=[C:8]([OH:9])[N:7]=[C:6]([S:10][CH2:11][C:12]2[CH:17]=[CH:16][CH:15]=[C:14]([F:18])[C:13]=2[F:19])[N:5]=1)=[O:25])[CH3:58], predict the reactants needed to synthesize it. The reactants are: [C:1]([C:3]1[C:4]([C@@H:20]2[CH2:22][C@H:21]2[C:23]([OH:25])=O)=[N:5][C:6]([S:10][CH2:11][C:12]2[CH:17]=[CH:16][CH:15]=[C:14]([F:18])[C:13]=2[F:19])=[N:7][C:8]=1[OH:9])#[N:2].C(N(CC)CC)C.CN(C(ON1N=NC2C=CC=NC1=2)=[N+](C)C)C.F[P-](F)(F)(F)(F)F.[CH2:57]([NH:59][CH2:60][C:61]([CH3:63])=[CH2:62])[CH3:58].